From a dataset of Forward reaction prediction with 1.9M reactions from USPTO patents (1976-2016). Predict the product of the given reaction. Given the reactants [CH3:1][CH2:2][N:3]([C:6]1[CH:7]=[CH:8][C:9]2[C:24]([C:25]3[CH:26]=[CH:27][CH:28]=[CH:29][C:30]=3[C:31]([CH3:33])=[O:32])=[C:23]3[C:13](=[CH:14][C:15]([CH:21]=[CH:22]3)=[N+:16]([CH2:19][CH3:20])[CH2:17][CH3:18])[O:12][C:10]=2[CH:11]=1)[CH2:4][CH3:5], predict the reaction product. The product is: [CH3:1][CH2:2][N:3]([C:6]1[CH:7]=[CH:8][C:9]2[C:24]([C:25]3[CH:26]=[CH:27][CH:28]=[CH:29][C:30]=3[C:31]([CH3:33])=[O:32])=[C:23]3[C:13](=[CH:14][C:15]([CH:21]=[CH:22]3)=[N+:16]([CH2:17][CH3:18])[CH2:19][CH3:20])[O:12][C:10]=2[CH:11]=1)[CH2:4][CH3:5].[OH2:12].